This data is from Reaction yield outcomes from USPTO patents with 853,638 reactions. The task is: Predict the reaction yield, written as a fraction of the theoretical maximum amount of product (1.0 means a 100% yield; for example, 0.34 means a 34% yield). (1) The reactants are Br[C:2]1[CH:3]=[C:4]2[C:9](=[C:10]([CH3:12])[CH:11]=1)[N:8]=[CH:7][CH:6]=[C:5]2Cl.B1(B2OC(C)(C)C(C)(C)O2)OC(C)(C)C(C)(C)O1.C([O-])(=O)C.[K+].[NH2:37][C:38]1[C:43]([S:44]([N:47]([CH3:49])[CH3:48])(=[O:46])=[O:45])=[CH:42][C:41](Br)=[CH:40][N:39]=1.C(=O)([O-])[O-].[K+].[K+].CC1(C)C(C)(C)OB([C:65]2[CH:70]=[CH:69][N:68]=[CH:67][CH:66]=2)O1. The catalyst is O1CCOCC1.C1C=CC(P(C2C=CC=CC=2)[C-]2C=CC=C2)=CC=1.C1C=CC(P(C2C=CC=CC=2)[C-]2C=CC=C2)=CC=1.Cl[Pd]Cl.[Fe+2]. The product is [NH2:37][C:38]1[C:43]([S:44]([N:47]([CH3:49])[CH3:48])(=[O:46])=[O:45])=[CH:42][C:41]([C:2]2[CH:3]=[C:4]3[C:9](=[C:10]([CH3:12])[CH:11]=2)[N:8]=[CH:7][CH:6]=[C:5]3[C:65]2[CH:70]=[CH:69][N:68]=[CH:67][CH:66]=2)=[CH:40][N:39]=1. The yield is 0.280. (2) The reactants are C[O:2][CH:3](OC)[C:4](=[CH:7][CH:8]1[CH2:13][CH2:12][CH2:11][CH2:10][CH2:9]1)[C:5]#[N:6]. The catalyst is Cl. The product is [C:5]([C:4](=[CH:7][CH:8]1[CH2:13][CH2:12][CH2:11][CH2:10][CH2:9]1)[CH:3]=[O:2])#[N:6]. The yield is 0.760. (3) The reactants are [CH2:1]([O:8][C@H:9]1[C@H:15]([O:16][CH2:17][C:18]2[CH:23]=[CH:22][CH:21]=[CH:20][CH:19]=2)[C@@H:14]([O:24][CH2:25][C:26]2[CH:31]=[CH:30][CH:29]=[CH:28][CH:27]=2)[C@:13]2([C:33]3[CH:38]=[CH:37][C:36]([Cl:39])=[C:35]([CH2:40][C:41]4[CH:46]=[CH:45][C:44]([O:47][CH2:48][CH3:49])=[CH:43][CH:42]=4)[CH:34]=3)[O:32][C@@:10]1([CH2:50]O)[CH2:11][O:12]2)[C:2]1[CH:7]=[CH:6][CH:5]=[CH:4][CH:3]=1.C(N(S(F)(F)[F:58])CC)C. The catalyst is ClCCl. The product is [CH2:1]([O:8][C@H:9]1[C@H:15]([O:16][CH2:17][C:18]2[CH:23]=[CH:22][CH:21]=[CH:20][CH:19]=2)[C@@H:14]([O:24][CH2:25][C:26]2[CH:31]=[CH:30][CH:29]=[CH:28][CH:27]=2)[C@:13]2([C:33]3[CH:38]=[CH:37][C:36]([Cl:39])=[C:35]([CH2:40][C:41]4[CH:46]=[CH:45][C:44]([O:47][CH2:48][CH3:49])=[CH:43][CH:42]=4)[CH:34]=3)[O:32][C@@:10]1([CH2:50][F:58])[CH2:11][O:12]2)[C:2]1[CH:7]=[CH:6][CH:5]=[CH:4][CH:3]=1. The yield is 0.0700. (4) The reactants are [C:1]([O:5][C:6]([N:8]([CH2:41][CH2:42][NH:43][C:44]([O:46][C:47]([CH3:50])([CH3:49])[CH3:48])=[O:45])[CH2:9][CH:10]([CH2:22][N:23]([C:34]([O:36][C:37]([CH3:40])([CH3:39])[CH3:38])=[O:35])[CH2:24][CH2:25][NH:26][C:27]([O:29][C:30]([CH3:33])([CH3:32])[CH3:31])=[O:28])[CH2:11][C:12](ON1C(=O)CCC1=O)=[O:13])=[O:7])([CH3:4])([CH3:3])[CH3:2].[NH2:51][CH2:52][CH2:53][CH2:54][CH2:55][CH2:56][C:57]([NH:59][CH2:60][C:61](=[O:80])[N:62]1[CH2:66][CH2:65][CH2:64][C@H:63]1[B:67]1[O:71][CH:70]2[CH2:72][C@@H:73]3[CH2:76][C@H:75]([C@:69]2([CH3:79])[O:68]1)[C:74]3([CH3:78])[CH3:77])=[O:58].CN1CCOCC1. The catalyst is C(Cl)Cl. The product is [CH3:39][C:37]([CH3:40])([O:36][C:34](=[O:35])[N:23]([CH2:24][CH2:25][NH:26][C:27](=[O:28])[O:29][C:30]([CH3:33])([CH3:32])[CH3:31])[CH2:22][CH:10]([CH2:11][C:12](=[O:13])[NH:51][CH2:52][CH2:53][CH2:54][CH2:55][CH2:56][C:57](=[O:58])[NH:59][CH2:60][C:61](=[O:80])[N:62]1[CH2:66][CH2:65][CH2:64][C@H:63]1[B:67]1[O:71][CH:70]2[CH2:72][C@@H:73]3[CH2:76][C@H:75]([C@:69]2([CH3:79])[O:68]1)[C:74]3([CH3:77])[CH3:78])[CH2:9][N:8]([CH2:41][CH2:42][NH:43][C:44](=[O:45])[O:46][C:47]([CH3:48])([CH3:49])[CH3:50])[C:6](=[O:7])[O:5][C:1]([CH3:2])([CH3:3])[CH3:4])[CH3:38]. The yield is 0.800. (5) The reactants are [NH2:1][CH:2]([C:5]1[N:6]([C:15]2[CH:20]=[CH:19][CH:18]=[CH:17][CH:16]=2)[C:7](=[O:14])[C:8]2[S:13][CH:12]=[CH:11][C:9]=2[N:10]=1)[CH2:3][CH3:4].Br[C:22]1[N:30]=[C:29]([NH2:31])[N:28]=[C:27]2[C:23]=1[N:24]=[CH:25][NH:26]2.C(N(CC)C(C)C)(C)C. The catalyst is C(O)(C)C. The product is [NH2:31][C:29]1[N:28]=[C:27]2[C:23]([N:24]=[CH:25][NH:26]2)=[C:22]([NH:1][CH:2]([C:5]2[N:6]([C:15]3[CH:20]=[CH:19][CH:18]=[CH:17][CH:16]=3)[C:7](=[O:14])[C:8]3[S:13][CH:12]=[CH:11][C:9]=3[N:10]=2)[CH2:3][CH3:4])[N:30]=1. The yield is 0.670. (6) The reactants are [H-].[Na+].[O:3]=[C:4]([C:11]1[CH:16]=[CH:15][N:14]=[CH:13][CH:12]=1)[CH2:5][C:6]([O:8][CH2:9][CH3:10])=[O:7].[N+:17]([C:20]1[CH:21]=[C:22]([N:26]2[C:35]3[C:30](=[CH:31][CH:32]=[CH:33][N:34]=3)[CH:29]=[C:28]([CH2:36]Br)[C:27]2=[O:38])[CH:23]=[CH:24][CH:25]=1)([O-:19])=[O:18].O. The catalyst is CN(C=O)C. The product is [N+:17]([C:20]1[CH:21]=[C:22]([N:26]2[C:35]3[C:30](=[CH:31][CH:32]=[CH:33][N:34]=3)[CH:29]=[C:28]([CH2:36][CH:5]([C:6]([O:8][CH2:9][CH3:10])=[O:7])[C:4](=[O:3])[C:11]3[CH:16]=[CH:15][N:14]=[CH:13][CH:12]=3)[C:27]2=[O:38])[CH:23]=[CH:24][CH:25]=1)([O-:19])=[O:18]. The yield is 0.850. (7) The reactants are [CH:1]1([C:7]2([CH3:15])[N:11]([CH3:12])[C:10](=[O:13])[NH:9][C:8]2=[O:14])[CH2:6][CH2:5][CH2:4][CH2:3][CH2:2]1.Br[CH2:17][C:18]([C:20]1[CH:25]=[C:24]([OH:26])[CH:23]=[C:22]([OH:27])[CH:21]=1)=[O:19]. No catalyst specified. The product is [CH:1]1([C:7]2([CH3:15])[N:11]([CH3:12])[C:10](=[O:13])[N:9]([CH2:17][C:18]([C:20]3[CH:21]=[C:22]([OH:27])[CH:23]=[C:24]([OH:26])[CH:25]=3)=[O:19])[C:8]2=[O:14])[CH2:2][CH2:3][CH2:4][CH2:5][CH2:6]1. The yield is 0.360. (8) The reactants are [OH:1][N:2]1[C:10](=[O:11])[C:9]2[C:4](=[CH:5][CH:6]=[CH:7][CH:8]=2)[C:3]1=[O:12].Br[CH2:14][CH2:15][Cl:16].C(N(CC)CC)C. The catalyst is CN(C=O)C. The product is [Cl:16][CH2:15][CH2:14][O:1][N:2]1[C:10](=[O:11])[C:9]2[C:4](=[CH:5][CH:6]=[CH:7][CH:8]=2)[C:3]1=[O:12]. The yield is 0.790. (9) The reactants are [CH2:1]([O:3][C:4]([C:6]1[CH:10]=[C:9]([C:11]2[CH:16]=[CH:15][CH:14]=[CH:13][CH:12]=2)[S:8][C:7]=1[NH2:17])=[O:5])[CH3:2].[C:18](O[C:18]([O:20][C:21]([CH3:24])([CH3:23])[CH3:22])=[O:19])([O:20][C:21]([CH3:24])([CH3:23])[CH3:22])=[O:19]. The catalyst is ClCCl.CN(C)C1C=CN=CC=1. The product is [CH2:1]([O:3][C:4]([C:6]1[CH:10]=[C:9]([C:11]2[CH:16]=[CH:15][CH:14]=[CH:13][CH:12]=2)[S:8][C:7]=1[NH:17][C:18]([O:20][C:21]([CH3:24])([CH3:23])[CH3:22])=[O:19])=[O:5])[CH3:2]. The yield is 0.270.